The task is: Predict the reaction yield, written as a fraction of the theoretical maximum amount of product (1.0 means a 100% yield; for example, 0.34 means a 34% yield).. This data is from Reaction yield outcomes from USPTO patents with 853,638 reactions. (1) The reactants are [NH2:1][C:2]1[CH:3]=[C:4]([C:8]([C:10]2[C:18]3[CH:17]=[N:16][CH:15]=[N:14][C:13]=3[N:12]([CH:19]([CH3:21])[CH3:20])[CH:11]=2)=[O:9])[CH:5]=[N:6][CH:7]=1.[CH:22]1([N:25]2[CH:29]=[C:28]([CH2:30][C:31](O)=[O:32])[C:27]([C:34]([F:37])([F:36])[F:35])=[N:26]2)[CH2:24][CH2:23]1.CCCP(O)(O)=O. The catalyst is C1COCC1. The product is [CH:22]1([N:25]2[CH:29]=[C:28]([CH2:30][C:31]([NH:1][C:2]3[CH:7]=[N:6][CH:5]=[C:4]([C:8]([C:10]4[C:18]5[CH:17]=[N:16][CH:15]=[N:14][C:13]=5[N:12]([CH:19]([CH3:21])[CH3:20])[CH:11]=4)=[O:9])[CH:3]=3)=[O:32])[C:27]([C:34]([F:37])([F:36])[F:35])=[N:26]2)[CH2:24][CH2:23]1. The yield is 0.770. (2) The reactants are Cl[C:2]1[N:7]=[N:6][C:5]([C:8]([NH2:10])=[O:9])=[C:4]([NH:11][C:12]2[CH:17]=[CH:16][C:15]([O:18][CH3:19])=[C:14]([CH2:20][CH2:21][CH3:22])[N:13]=2)[CH:3]=1.[NH2:23][C@@H:24]1[CH2:29][CH2:28][O:27][CH2:26][C@@H:25]1[NH:30][C:31](=[O:37])[O:32][C:33]([CH3:36])([CH3:35])[CH3:34]. The catalyst is CN1C(=O)CCC1.C(OCC)(=O)C.[Cl-].[Na+].O. The product is [C:8]([C:5]1[N:6]=[N:7][C:2]([NH:23][C@@H:24]2[CH2:29][CH2:28][O:27][CH2:26][C@@H:25]2[NH:30][C:31](=[O:37])[O:32][C:33]([CH3:35])([CH3:34])[CH3:36])=[CH:3][C:4]=1[NH:11][C:12]1[CH:17]=[CH:16][C:15]([O:18][CH3:19])=[C:14]([CH2:20][CH2:21][CH3:22])[N:13]=1)(=[O:9])[NH2:10]. The yield is 0.250. (3) The reactants are [C:1]([O:5][C:6]([N:8]1[CH2:12][CH2:11][C@:10]([CH3:38])([NH:13][C:14]2[CH:15]=[C:16]3[C:25](=[CH:26][CH:27]=2)[O:24][CH2:23][C:22]2[N:17]3[CH:18]([CH3:37])[C:19](=[O:36])[N:20](COCC[Si](C)(C)C)[N:21]=2)[CH2:9]1)=[O:7])([CH3:4])([CH3:3])[CH3:2].CCCC[N+](CCCC)(CCCC)CCCC.[F-]. The catalyst is C1COCC1.O. The product is [C:1]([O:5][C:6]([N:8]1[CH2:12][CH2:11][C@:10]([CH3:38])([NH:13][C:14]2[CH:15]=[C:16]3[C:25](=[CH:26][CH:27]=2)[O:24][CH2:23][C:22]2[N:17]3[CH:18]([CH3:37])[C:19](=[O:36])[NH:20][N:21]=2)[CH2:9]1)=[O:7])([CH3:4])([CH3:2])[CH3:3]. The yield is 0.540. (4) The reactants are CC(OI1(OC(C)=O)(OC(C)=O)OC(=O)C2C=CC=CC1=2)=O.[CH2:23]([O:30][C:31]([CH:33]1[CH2:38][CH2:37][CH:36]([CH:39]([OH:41])[CH3:40])[CH2:35][CH2:34]1)=[O:32])[C:24]1[CH:29]=[CH:28][CH:27]=[CH:26][CH:25]=1.S([O-])([O-])(=O)=S.[Na+].[Na+]. The catalyst is ClCCl. The product is [CH2:23]([O:30][C:31]([CH:33]1[CH2:38][CH2:37][CH:36]([C:39](=[O:41])[CH3:40])[CH2:35][CH2:34]1)=[O:32])[C:24]1[CH:29]=[CH:28][CH:27]=[CH:26][CH:25]=1. The yield is 0.850. (5) The reactants are [F:1][C:2]1[CH:7]=[C:6]([N+:8]([O-:10])=[O:9])[C:5](F)=[C:4]([F:12])[C:3]=1[F:13].CCN(C(C)C)C(C)C.[CH:23]1([C:26]2[NH:30][N:29]=[C:28]([NH2:31])[CH:27]=2)[CH2:25][CH2:24]1. The catalyst is C1COCC1. The product is [CH:23]1([C:26]2[NH:30][N:29]=[C:28]([NH:31][C:5]3[C:6]([N+:8]([O-:10])=[O:9])=[CH:7][C:2]([F:1])=[C:3]([F:13])[C:4]=3[F:12])[CH:27]=2)[CH2:25][CH2:24]1. The yield is 0.160. (6) The reactants are [F:1][C:2]1[C:7]([C:8]2[CH:13]=[CH:12][C:11]3[O:14][C@H:15]4[CH2:20][CH2:19][N:18]([S:21]([CH2:24][CH:25]([CH3:27])[CH3:26])(=[O:23])=[O:22])[CH2:17][C@@H:16]4[C@@:28]4([CH2:32][O:31][C:30]([NH:33]C(=O)OC(C)(C)C)=[N:29]4)[C:10]=3[CH:9]=2)=[CH:6][CH:5]=[CH:4][N:3]=1.C(O)(C(F)(F)F)=O.[ClH:48]. The catalyst is C(Cl)Cl.CCOCC. The product is [ClH:48].[F:1][C:2]1[C:7]([C:8]2[CH:13]=[CH:12][C:11]3[O:14][C@H:15]4[CH2:20][CH2:19][N:18]([S:21]([CH2:24][CH:25]([CH3:27])[CH3:26])(=[O:22])=[O:23])[CH2:17][C@@H:16]4[C@@:28]4([CH2:32][O:31][C:30]([NH2:33])=[N:29]4)[C:10]=3[CH:9]=2)=[CH:6][CH:5]=[CH:4][N:3]=1. The yield is 1.03.